Task: Predict the product of the given reaction.. Dataset: Forward reaction prediction with 1.9M reactions from USPTO patents (1976-2016) (1) Given the reactants [CH3:1][O:2][C:3]1[CH:12]=[C:11]2[C:6]([CH:7]([C:17]3[CH:22]=[CH:21][C:20]([S:23][CH3:24])=[CH:19][CH:18]=3)[C:8](=[O:16])[N:9]3[CH2:15][CH2:14][CH2:13][CH:10]32)=[CH:5][CH:4]=1.C([O-])([O-])=O.[Na+].[Na+].[NH:31]1[CH2:36][CH2:35][CH2:34][CH2:33][CH2:32]1.[CH2:37](O)[CH2:38]CC, predict the reaction product. The product is: [CH3:24][S:23][C:20]1[CH:21]=[CH:22][C:17]([CH:7]2[C:6]3[C:11](=[CH:12][C:3]([O:2][CH2:1][CH2:37][CH2:38][N:31]4[CH2:36][CH2:35][CH2:34][CH2:33][CH2:32]4)=[CH:4][CH:5]=3)[CH:10]3[CH2:13][CH2:14][CH2:15][N:9]3[C:8]2=[O:16])=[CH:18][CH:19]=1. (2) Given the reactants Cl.Cl.[CH2:3]1[C:6]2([CH2:11][CH2:10][NH:9][CH2:8][CH2:7]2)[CH2:5][CH:4]1[NH:12][C:13]1[CH:22]=[CH:21][C:16]2[NH:17][C:18](=[O:20])[O:19][C:15]=2[CH:14]=1.C(=O)([O-])O.[Na+].Cl[C:29]([O:31][CH2:32][C:33]1[CH:38]=[CH:37][CH:36]=[CH:35][CH:34]=1)=[O:30], predict the reaction product. The product is: [O:20]=[C:18]1[NH:17][C:16]2[CH:21]=[CH:22][C:13]([NH:12][CH:4]3[CH2:5][C:6]4([CH2:11][CH2:10][N:9]([C:29]([O:31][CH2:32][C:33]5[CH:38]=[CH:37][CH:36]=[CH:35][CH:34]=5)=[O:30])[CH2:8][CH2:7]4)[CH2:3]3)=[CH:14][C:15]=2[O:19]1. (3) Given the reactants [Cl:1][C:2]1[CH:3]=[CH:4][C:5]([OH:25])=[C:6]([CH2:8][N:9]2[C:13]([CH3:14])=[CH:12][C:11]([NH:15][C:16](=[O:24])[CH2:17][C:18]3[CH:23]=[CH:22][CH:21]=[CH:20][CH:19]=3)=[N:10]2)[CH:7]=1.C(=O)([O-])[O-].[K+].[K+].[CH2:32](Br)[CH:33]([CH3:35])[CH3:34], predict the reaction product. The product is: [Cl:1][C:2]1[CH:3]=[CH:4][C:5]([O:25][CH2:32][CH:33]([CH3:35])[CH3:34])=[C:6]([CH2:8][N:9]2[C:13]([CH3:14])=[CH:12][C:11]([NH:15][C:16](=[O:24])[CH2:17][C:18]3[CH:19]=[CH:20][CH:21]=[CH:22][CH:23]=3)=[N:10]2)[CH:7]=1. (4) Given the reactants Br[CH2:2][CH2:3][CH2:4][CH2:5][O:6][C:7]1[CH:25]=[CH:24][C:10]2[C:11]([C:14]3[CH:19]=[CH:18][C:17]([C:20]([F:23])([F:22])[F:21])=[CH:16][CH:15]=3)=[N:12][S:13][C:9]=2[CH:8]=1.[CH3:26][NH:27][CH3:28], predict the reaction product. The product is: [CH3:26][N:27]([CH3:28])[CH2:2][CH2:3][CH2:4][CH2:5][O:6][C:7]1[CH:25]=[CH:24][C:10]2[C:11]([C:14]3[CH:19]=[CH:18][C:17]([C:20]([F:23])([F:22])[F:21])=[CH:16][CH:15]=3)=[N:12][S:13][C:9]=2[CH:8]=1. (5) Given the reactants [C:1]([C@H:5]1[N:9]([CH3:10])[C:8](=[O:11])[CH2:7][N:6]1[C:12]([O:14][C:15]([CH3:18])([CH3:17])[CH3:16])=[O:13])([CH3:4])([CH3:3])[CH3:2].[Li+].[CH3:20]C([N-]C(C)C)C.C1COCC1.CCCCCCC.IC.[NH4+].[Cl-], predict the reaction product. The product is: [C:1]([C@H:5]1[N:9]([CH3:10])[C:8](=[O:11])[C@H:7]([CH3:20])[N:6]1[C:12]([O:14][C:15]([CH3:18])([CH3:17])[CH3:16])=[O:13])([CH3:4])([CH3:2])[CH3:3]. (6) Given the reactants Br[CH2:2][N:3]1[CH2:8][CH2:7][CH2:6][CH2:5][CH2:4]1.Cl.[Cl:10][C:11]1[CH:16]=[CH:15][C:14]([NH:17]N)=[CH:13][C:12]=1[F:19].[CH3:20][N:21]1[CH2:26][CH2:25][C:24](=O)[CH2:23][CH2:22]1.[CH2:28](N(CC)CC)C, predict the reaction product. The product is: [Cl:10][C:11]1[C:12]([F:19])=[CH:13][C:14]2[N:17]([CH2:28][CH2:2][N:3]3[CH2:8][CH2:7][CH2:6][CH2:5][CH2:4]3)[C:24]3[CH2:23][CH2:22][N:21]([CH3:20])[CH2:26][C:25]=3[C:15]=2[CH:16]=1. (7) Given the reactants [C:1]([C:3]1[CH:18]=[CH:17][C:6]([O:7][C:8]2[CH:16]=[CH:15][C:11](C(O)=O)=[CH:10][CH:9]=2)=[CH:5][CH:4]=1)#[N:2].Cl.CN(C)[CH2:22][CH2:23][CH2:24]N=C=NCC.[OH:31]N1C2C=CC=CC=2N=N1.NCC1[C:44]([OH:51])=[N:45][C:46](C)=CC=1C.C([N:54]([CH2:57][CH3:58])[CH2:55][CH3:56])C, predict the reaction product. The product is: [C:1]([C:3]1[CH:4]=[CH:5][C:6]([O:7][C:8]2[CH:9]=[C:10]([CH:11]=[CH:15][CH:16]=2)[C:44]([NH:45][CH2:46][C:58]2[C:57]([OH:31])=[N:54][C:55]([CH3:56])=[CH:22][C:23]=2[CH3:24])=[O:51])=[CH:17][CH:18]=1)#[N:2]. (8) Given the reactants Cl[C:2]1[C:7]([CH:8]=O)=[C:6]([NH:10][C:11](=[O:17])OC(C)(C)C)[CH:5]=[CH:4][N:3]=1.[C:18]1([CH2:24]C(OC)=O)[CH:23]=[CH:22][CH:21]=[CH:20][CH:19]=1.[CH3:29][OH:30].C[O-].[Na+], predict the reaction product. The product is: [CH3:29][O:30][C:2]1[N:3]=[CH:4][CH:5]=[C:6]2[C:7]=1[CH:8]=[C:24]([C:18]1[CH:23]=[CH:22][CH:21]=[CH:20][CH:19]=1)[C:11](=[O:17])[NH:10]2. (9) Given the reactants [C:1]1([C:21]2[CH:26]=[CH:25][CH:24]=[CH:23][CH:22]=2)[CH:6]=[CH:5][C:4]([C:7]([N:9]2[CH2:13][C:12](=[N:14][O:15][CH3:16])[CH2:11][C@H:10]2[C:17](=[N:19][OH:20])[NH2:18])=[O:8])=[CH:3][CH:2]=1.[C:27]([O:31][C:32]([NH:34][CH2:35][CH2:36][C:37](O)=O)=[O:33])([CH3:30])([CH3:29])[CH3:28], predict the reaction product. The product is: [C:27]([O:31][C:32]([NH:34][CH2:35][CH2:36][C:37]1[O:20][N:19]=[C:17]([C@@H:10]2[CH2:11][C:12](=[N:14][O:15][CH3:16])[CH2:13][N:9]2[C:7]([C:4]2[CH:3]=[CH:2][C:1]([C:21]3[CH:26]=[CH:25][CH:24]=[CH:23][CH:22]=3)=[CH:6][CH:5]=2)=[O:8])[N:18]=1)=[O:33])([CH3:30])([CH3:29])[CH3:28].